From a dataset of Full USPTO retrosynthesis dataset with 1.9M reactions from patents (1976-2016). Predict the reactants needed to synthesize the given product. (1) Given the product [C:1]([NH:5][C:6]([C:8]1[C:16]2[C:11](=[N:12][CH:13]=[C:14]([N:17]3[C:25]4[C:20](=[CH:21][C:22]([O:26][CH3:27])=[CH:23][CH:24]=4)[CH:19]=[N:18]3)[N:15]=2)[NH:10][CH:9]=1)=[O:7])([CH3:4])([CH3:3])[CH3:2], predict the reactants needed to synthesize it. The reactants are: [C:1]([NH:5][C:6]([C:8]1[C:16]2[C:11](=[N:12][CH:13]=[C:14]([N:17]3[C:25]4[C:20](=[CH:21][C:22]([O:26][CH3:27])=[CH:23][CH:24]=4)[CH:19]=[N:18]3)[N:15]=2)[N:10](COCC[Si](C)(C)C)[CH:9]=1)=[O:7])([CH3:4])([CH3:3])[CH3:2].FC(F)(F)C(O)=O. (2) Given the product [CH3:13][N:10]1[CH:9]=[CH:8][CH:7]=[C:3]([C:4]([OH:6])=[O:5])[CH:2]1[OH:1], predict the reactants needed to synthesize it. The reactants are: [OH:1][C:2]1[N:10]=[CH:9][CH:8]=[CH:7][C:3]=1[C:4]([OH:6])=[O:5].[OH-].[K+].[CH3:13]I. (3) The reactants are: [Br:1][C:2]1[CH:3]=[N:4][CH:5]=[C:6](I)[CH:7]=1.[C:9]([O:13][C:14]([N:16]1[CH2:21][CH2:20][CH:19]([N:22]2[CH:26]=[C:25](B3OC(C)(C)C(C)(C)O3)[CH:24]=[N:23]2)[CH2:18][CH2:17]1)=[O:15])([CH3:12])([CH3:11])[CH3:10].O.O.O.P([O-])([O-])([O-])=O.[K+].[K+].[K+]. Given the product [C:9]([O:13][C:14]([N:16]1[CH2:17][CH2:18][CH:19]([N:22]2[CH:26]=[C:25]([C:6]3[CH:5]=[N:4][CH:3]=[C:2]([Br:1])[CH:7]=3)[CH:24]=[N:23]2)[CH2:20][CH2:21]1)=[O:15])([CH3:12])([CH3:10])[CH3:11], predict the reactants needed to synthesize it. (4) Given the product [CH2:1]([O:3][C:4]([C:6]1[C:7]([C:11]([F:13])([F:14])[F:12])=[N:8][N:9]([CH3:18])[CH:10]=1)=[O:5])[CH3:2], predict the reactants needed to synthesize it. The reactants are: [CH2:1]([O:3][C:4]([C:6]1[C:7]([C:11]([F:14])([F:13])[F:12])=[N:8][NH:9][CH:10]=1)=[O:5])[CH3:2].P(OC)(OC)(O[CH3:18])=O. (5) Given the product [CH3:1][S:2]([C:5]([CH3:40])([CH3:39])[CH2:6][O:7][C:8]1[N:13]=[C:12]([NH:14][C:15]2[N:20]=[CH:19][C:18]3[N:21]=[C:22]([C@H:30]([OH:32])[CH3:31])[N:23]([C@@H:24]([CH3:29])[C:25]([F:26])([F:28])[F:27])[C:17]=3[CH:16]=2)[CH:11]=[CH:10][N:9]=1)(=[O:3])=[O:4], predict the reactants needed to synthesize it. The reactants are: [CH3:1][S:2]([C:5]([CH3:40])([CH3:39])[CH2:6][O:7][C:8]1[N:13]=[C:12]([NH:14][C:15]2[N:20]=[CH:19][C:18]3[N:21]=[C:22]([C@H:30]([O:32]C4CCCCO4)[CH3:31])[N:23]([C@@H:24]([CH3:29])[C:25]([F:28])([F:27])[F:26])[C:17]=3[CH:16]=2)[CH:11]=[CH:10][N:9]=1)(=[O:4])=[O:3].